Dataset: Full USPTO retrosynthesis dataset with 1.9M reactions from patents (1976-2016). Task: Predict the reactants needed to synthesize the given product. (1) Given the product [CH3:1][O:2][CH2:3][CH2:4][CH2:5][N:6]1[C:27]([C:26]2[CH:25]=[C:24]([CH:31]=[CH:30][CH:29]=2)[C:22]#[N:23])=[N:13][C:12]2[C:7]1=[N:8][C:9]([NH:14][CH2:15][CH2:16][C:17]1[S:18][CH:19]=[CH:20][CH:21]=1)=[N:10][CH:11]=2, predict the reactants needed to synthesize it. The reactants are: [CH3:1][O:2][CH2:3][CH2:4][CH2:5][NH:6][C:7]1[C:12]([NH2:13])=[CH:11][N:10]=[C:9]([NH:14][CH2:15][CH2:16][C:17]2[S:18][CH:19]=[CH:20][CH:21]=2)[N:8]=1.[C:22]([C:24]1[CH:25]=[C:26]([CH:29]=[CH:30][CH:31]=1)[CH:27]=O)#[N:23]. (2) Given the product [O:10]=[C:3]([NH:4][C:5]1[NH:9][N:8]=[CH:7][CH:6]=1)[C:2]([C@@H:11]([NH:16][C:17](=[O:43])[O:18][C@H:19]([C:24]1[O:25][C:26]([C:29]2[CH:34]=[C:33]([C:35]([F:36])([F:37])[F:38])[CH:32]=[C:31]([C:39]([F:41])([F:42])[F:40])[CH:30]=2)=[N:27][N:28]=1)[C:20]([CH3:22])([CH3:23])[CH3:21])[CH2:12][CH2:13][CH2:14][CH3:15])=[O:1], predict the reactants needed to synthesize it. The reactants are: [OH:1][C@@H:2]([C@@H:11]([NH:16][C:17](=[O:43])[O:18][C@H:19]([C:24]1[O:25][C:26]([C:29]2[CH:34]=[C:33]([C:35]([F:38])([F:37])[F:36])[CH:32]=[C:31]([C:39]([F:42])([F:41])[F:40])[CH:30]=2)=[N:27][N:28]=1)[C:20]([CH3:23])([CH3:22])[CH3:21])[CH2:12][CH2:13][CH2:14][CH3:15])[C:3](=[O:10])[NH:4][C:5]1[NH:9][N:8]=[CH:7][CH:6]=1.O[C@H]([C@@H](NC(=O)O[C@H](C1OC(C2C=C(C(F)(F)F)C=C(C(F)(F)F)C=2)=NN=1)C(C)(C)C)CCCC)C(=O)NC1NN=CC=1.CC(OI1(OC(C)=O)(OC(C)=O)OC(=O)C2C=CC=CC1=2)=O.S(S([O-])=O)([O-])(=O)=O.[Na+].[Na+].C(=O)(O)[O-].[Na+]. (3) Given the product [CH2:1]([O:8][N:9]1[C:14]2[N:15]=[CH:16][N:17]=[CH:18][C:13]=2[C:12]([NH:19][CH:20]2[C:28]3[C:23](=[CH:24][CH:25]=[CH:26][CH:27]=3)[CH2:22][CH2:21]2)=[CH:11][C:10]1=[O:34])[C:2]1[CH:7]=[CH:6][CH:5]=[CH:4][CH:3]=1, predict the reactants needed to synthesize it. The reactants are: [CH2:1]([O:8][N:9]1[C:14]2[N:15]=[CH:16][N:17]=[CH:18][C:13]=2[C:12]([NH:19][CH:20]2[C:28]3[C:23](=[CH:24][CH:25]=[CH:26][CH:27]=3)[CH2:22][CH2:21]2)=[C:11](C(OCC)=O)[C:10]1=[O:34])[C:2]1[CH:7]=[CH:6][CH:5]=[CH:4][CH:3]=1.[OH-].[Na+]. (4) Given the product [C:3]1([C:9]([C:17]2[CH:22]=[CH:21][CH:20]=[CH:19][CH:18]=2)=[N:10][C@:11]([C:26]2[CH:29]=[CH:30][CH:31]=[CH:32][C:25]=2[C:23]#[N:24])([C:12]([O:14][CH2:15][CH3:16])=[O:13])[CH3:38])[CH:4]=[CH:5][CH:6]=[CH:7][CH:8]=1, predict the reactants needed to synthesize it. The reactants are: [OH-].[Na+].[C:3]1([C:9]([C:17]2[CH:22]=[CH:21][CH:20]=[CH:19][CH:18]=2)=[N:10][CH2:11][C:12]([O:14][CH2:15][CH3:16])=[O:13])[CH:8]=[CH:7][CH:6]=[CH:5][CH:4]=1.[C:23]([C:25]1[CH:32]=[CH:31][CH:30]=[CH:29][C:26]=1CBr)#[N:24].S([O-])([O-])(=O)=O.[CH2:38]([N+](CCCC)(CCCC)CCCC)CCC.C([N+](CCCC)(CCCC)CCCC)CCC. (5) Given the product [O:14]=[C:11]1[NH:10][C:9]([C:6]2[CH:5]=[CH:4][C:3]([C:2]([F:1])([F:15])[F:16])=[CH:8][CH:7]=2)=[C:13]([CH2:19][CH2:18][C:17]([O:21][CH3:22])=[O:20])[O:12]1, predict the reactants needed to synthesize it. The reactants are: [F:1][C:2]([F:16])([F:15])[C:3]1[CH:8]=[CH:7][C:6]([C:9]2[NH:10][C:11](=[O:14])[O:12][CH:13]=2)=[CH:5][CH:4]=1.[C:17]([O:21][CH3:22])(=[O:20])[CH:18]=[CH2:19]. (6) Given the product [F:34][C:17]([F:16])([F:35])[C:18]1[CH:33]=[CH:32][C:21]2[CH:22]=[C:23]([CH2:25][CH2:26][CH2:27][OH:28])[S:24][C:20]=2[CH:19]=1, predict the reactants needed to synthesize it. The reactants are: BrC1C=CC2SC(CCCO)=C(C)C=2C=1.[F:16][C:17]([F:35])([F:34])[C:18]1[CH:33]=[CH:32][C:21]2[CH:22]=[C:23]([CH2:25][CH2:26][C:27](OCC)=[O:28])[S:24][C:20]=2[CH:19]=1. (7) Given the product [C:25]([O:24][C:22]([N:29]1[CH2:34][CH2:33][N:32]([C:2]2[CH:11]=[CH:10][CH:9]=[C:8]3[C:3]=2[CH2:4][N:5]([CH3:21])[C:6](=[O:20])[N:7]3[CH2:12][C:13]2[CH:18]=[CH:17][CH:16]=[C:15]([F:19])[CH:14]=2)[CH2:31][CH2:30]1)=[O:23])([CH3:28])([CH3:26])[CH3:27], predict the reactants needed to synthesize it. The reactants are: Br[C:2]1[CH:11]=[CH:10][CH:9]=[C:8]2[C:3]=1[CH2:4][N:5]([CH3:21])[C:6](=[O:20])[N:7]2[CH2:12][C:13]1[CH:18]=[CH:17][CH:16]=[C:15]([F:19])[CH:14]=1.[C:22]([N:29]1[CH2:34][CH2:33][NH:32][CH2:31][CH2:30]1)([O:24][C:25]([CH3:28])([CH3:27])[CH3:26])=[O:23].C1C=CC(P(C2C(C3C(P(C4C=CC=CC=4)C4C=CC=CC=4)=CC=C4C=3C=CC=C4)=C3C(C=CC=C3)=CC=2)C2C=CC=CC=2)=CC=1.CC([O-])(C)C.[Na+].